This data is from Forward reaction prediction with 1.9M reactions from USPTO patents (1976-2016). The task is: Predict the product of the given reaction. (1) The product is: [CH2:36]([C:21](=[CH:22][C:23]1[CH:35]=[CH:34][C:33]2[C:32]3[C:27](=[CH:28][CH:29]=[CH:30][CH:31]=3)[CH2:26][C:25]=2[CH:24]=1)[CH2:20][OH:19])[CH3:37]. Given the reactants CC(C[AlH]CC(C)C)C.C1(C)C=CC=CC=1.C([O:19][C:20](=O)[C:21]([CH2:36][CH3:37])=[CH:22][C:23]1[CH:35]=[CH:34][C:33]2[C:32]3[C:27](=[CH:28][CH:29]=[CH:30][CH:31]=3)[CH2:26][C:25]=2[CH:24]=1)C.Cl, predict the reaction product. (2) The product is: [C:1]([C:5]1[CH:6]=[C:7]([N+:16]([O-:18])=[O:17])[C:8]([O:14][CH3:15])=[C:9]([CH:13]=1)[C:10]([NH:20][NH:19][C:21]([O:23][C:24]([CH3:27])([CH3:26])[CH3:25])=[O:22])=[O:12])([CH3:2])([CH3:3])[CH3:4]. Given the reactants [C:1]([C:5]1[CH:6]=[C:7]([N+:16]([O-:18])=[O:17])[C:8]([O:14][CH3:15])=[C:9]([CH:13]=1)[C:10]([OH:12])=O)([CH3:4])([CH3:3])[CH3:2].[NH:19]([C:21]([O:23][C:24]([CH3:27])([CH3:26])[CH3:25])=[O:22])[NH2:20].CCN(C(C)C)C(C)C.CN(C(ON1N=NC2C=CC=NC1=2)=[N+](C)C)C.F[P-](F)(F)(F)(F)F, predict the reaction product. (3) Given the reactants [CH:1]1[C:14]2[CH:13]=[CH:12][C:11]3[C:6](=[CH:7][CH:8]=[CH:9][CH:10]=3)[C:5]=2[CH:4]=[CH:3][C:2]=1[B:15]([OH:17])[OH:16].BrC1C=CC2C=CC3C(C=2C=1)=CC=CC=3, predict the reaction product. The product is: [CH:4]1[C:5]2[CH:14]=[CH:13][C:12]3[C:11](=[CH:10][CH:9]=[CH:8][CH:7]=3)[C:6]=2[CH:1]=[C:2]([B:15]([OH:16])[OH:17])[CH:3]=1. (4) Given the reactants [H-].[Al+3].[Li+].[H-].[H-].[H-].[CH3:7][CH:8]1[CH2:13][N:12]2[N:14]=[C:15]([CH2:17][O:18][C:19]3[CH:24]=[CH:23][CH:22]=[CH:21][CH:20]=3)[CH:16]=[C:11]2[C:10](=O)[NH:9]1, predict the reaction product. The product is: [CH3:7][CH:8]1[CH2:13][N:12]2[N:14]=[C:15]([CH2:17][O:18][C:19]3[CH:24]=[CH:23][CH:22]=[CH:21][CH:20]=3)[CH:16]=[C:11]2[CH2:10][NH:9]1. (5) Given the reactants [H-].[Na+].[CH3:3][N:4]1[CH2:9][CH2:8][CH2:7][CH:6]([CH2:10][OH:11])[CH2:5]1.[F:12][C:13]1[CH:20]=[CH:19][CH:18]=[C:17](F)[C:14]=1[C:15]#[N:16].C(#N)C1C=CC=CC=1, predict the reaction product. The product is: [F:12][C:13]1[CH:20]=[CH:19][CH:18]=[C:17]([O:11][CH2:10][CH:6]2[CH2:7][CH2:8][CH2:9][N:4]([CH3:3])[CH2:5]2)[C:14]=1[C:15]#[N:16]. (6) Given the reactants [CH2:1]([N:3]1[C:7]2[C:8]([NH2:12])=[CH:9][CH:10]=[CH:11][C:6]=2[N:5]=[C:4]1[CH3:13])[CH3:2].[F:14][C:15]1[CH:20]=[CH:19][C:18]([O:21][CH:22]([CH3:24])[CH3:23])=[C:17]([N:25]=[C:26]=[S:27])[CH:16]=1, predict the reaction product. The product is: [CH2:1]([N:3]1[C:7]2[C:8]([NH:12][C:26]([NH:25][C:17]3[CH:16]=[C:15]([F:14])[CH:20]=[CH:19][C:18]=3[O:21][CH:22]([CH3:24])[CH3:23])=[S:27])=[CH:9][CH:10]=[CH:11][C:6]=2[N:5]=[C:4]1[CH3:13])[CH3:2]. (7) Given the reactants [CH2:1]([O:8][C:9]([NH:11][C:12]1C=CN(CC(N(CC(O)=O)CCNC(OC(C)(C)C)=O)=O)[C:14](=[O:36])[N:13]=1)=[O:10])[C:2]1[CH:7]=[CH:6][CH:5]=[CH:4][CH:3]=1.NC1[N:46]=[C:45]2[C:41]([N:42]=[CH:43][N:44]2[CH2:47][C:48]([N:50]([CH2:61][C:62]([OH:64])=[O:63])[CH2:51][CH2:52][NH:53][C:54]([O:56][C:57]([CH3:60])([CH3:59])[CH3:58])=[O:55])=[O:49])=C(NC(OCC2C=CC=CC=2)=O)N=1, predict the reaction product. The product is: [CH2:1]([O:8][C:9]([NH:11][C:12]1[NH:13][C:14](=[O:36])[C:41]2[N:42]=[CH:43][N:44]([CH2:47][C:48]([N:50]([CH2:61][C:62]([OH:64])=[O:63])[CH2:51][CH2:52][NH:53][C:54]([O:56][C:57]([CH3:60])([CH3:58])[CH3:59])=[O:55])=[O:49])[C:45]=2[N:46]=1)=[O:10])[C:2]1[CH:7]=[CH:6][CH:5]=[CH:4][CH:3]=1.